From a dataset of Reaction yield outcomes from USPTO patents with 853,638 reactions. Predict the reaction yield, written as a fraction of the theoretical maximum amount of product (1.0 means a 100% yield; for example, 0.34 means a 34% yield). (1) The reactants are [C:1]([C:4]1[CH:5]=[C:6]([CH:11]=[CH:12][C:13]=1[CH3:14])[C:7]([O:9][CH3:10])=[O:8])(=[S:3])[NH2:2].I[CH3:16]. The catalyst is O1CCCC1. The product is [NH:2]=[C:1]([S:3][CH3:16])[C:4]1[CH:5]=[C:6]([CH:11]=[CH:12][C:13]=1[CH3:14])[C:7]([O:9][CH3:10])=[O:8]. The yield is 0.730. (2) The reactants are [CH3:1][C:2](=O)[C@@H:3]1[C@:20]2([CH3:21])[C@H:6]([C@H:7]3[C@H:17]([CH2:18][CH2:19]2)[C@:15]2([CH3:16])[C@H:10]([CH2:11][CH2:12][CH2:13][CH2:14]2)[CH2:9][CH2:8]3)[CH2:5][CH2:4]1.C(O)C.[NH2:26][OH:27].C([O-])(=O)C.[Na+]. The catalyst is ClCCl.O. The product is [CH3:1][C:2](=[N:26][OH:27])[C@@H:3]1[C@:20]2([CH3:21])[C@H:6]([C@H:7]3[C@H:17]([CH2:18][CH2:19]2)[C@:15]2([CH3:16])[C@H:10]([CH2:11][CH2:12][CH2:13][CH2:14]2)[CH2:9][CH2:8]3)[CH2:5][CH2:4]1. The yield is 1.00.